Dataset: Full USPTO retrosynthesis dataset with 1.9M reactions from patents (1976-2016). Task: Predict the reactants needed to synthesize the given product. (1) The reactants are: C(NC(C)C)(C)C.[Li+].CCC[CH2-].[C:13]([O:17][C:18](=[O:27])[N:19]([CH2:25][CH3:26])[C:20]1[S:21][CH:22]=[CH:23][N:24]=1)([CH3:16])([CH3:15])[CH3:14].[CH2:28]([Sn:32](Cl)([CH2:37][CH2:38][CH2:39][CH3:40])[CH2:33][CH2:34][CH2:35][CH3:36])[CH2:29][CH2:30][CH3:31].[Cl-].[NH4+]. Given the product [C:13]([O:17][C:18](=[O:27])[N:19]([CH2:25][CH3:26])[C:20]1[S:21][C:22]([Sn:32]([CH2:33][CH2:34][CH2:35][CH3:36])([CH2:37][CH2:38][CH2:39][CH3:40])[CH2:28][CH2:29][CH2:30][CH3:31])=[CH:23][N:24]=1)([CH3:16])([CH3:15])[CH3:14], predict the reactants needed to synthesize it. (2) Given the product [F:27][C:2]([F:1])([F:26])[C:39]([OH:41])=[O:40].[Cl:25][C:20]1[CH:19]=[C:18]([CH:11]2[C:35]3[C:30](=[CH:31][C:32]([C:54]4[CH:55]=[C:56]([CH:51]=[CH:52][CH:53]=4)[C:47]#[N:46])=[CH:33][CH:34]=3)[CH2:28][NH:29][CH2:12]2)[CH:23]=[CH:22][C:21]=1[Cl:24], predict the reactants needed to synthesize it. The reactants are: [F:1][C:2]([F:27])([F:26])S(OC1C=C2C([CH:11]([C:18]3[CH:23]=[CH:22][C:21]([Cl:24])=[C:20]([Cl:25])[CH:19]=3)[CH2:12]N(C)C2)=CC=1)(=O)=O.[C:28]([C:30]1[CH:31]=[C:32](B(O)O)[CH:33]=[CH:34][CH:35]=1)#[N:29].[C:39](=O)([O-:41])[O-:40].[Cs+].[Cs+].C[N:46](C)[C:47]1[C:56]2[C:51](=[CH:52][CH:53]=[CH:54][C:55]=2N(C)C)C=CC=1. (3) The reactants are: Cl[C:2]1[N:11]=[C:10]([NH:12][CH2:13][CH:14]([C:21]2[CH:26]=[CH:25][CH:24]=[CH:23][CH:22]=2)[C:15]2[CH:20]=[CH:19][CH:18]=[CH:17][CH:16]=2)[C:9]2[C:4](=[CH:5][CH:6]=[CH:7][CH:8]=2)[N:3]=1.[NH:27]1[C:35]2[C:30](=[CH:31][CH:32]=[CH:33][C:34]=2B(O)O)[CH:29]=[CH:28]1.C(NC1C2C(=CC=CC=2)N=C(C2SC3C=CC=CC=3C=2)N=1)(C1C=CC=CC=1)C1C=CC=CC=1. Given the product [C:15]1([CH:14]([C:21]2[CH:26]=[CH:25][CH:24]=[CH:23][CH:22]=2)[CH2:13][NH:12][C:10]2[C:9]3[C:4](=[CH:5][CH:6]=[CH:7][CH:8]=3)[N:3]=[C:2]([C:34]3[CH:33]=[CH:32][CH:31]=[C:30]4[C:35]=3[NH:27][CH:28]=[CH:29]4)[N:11]=2)[CH:20]=[CH:19][CH:18]=[CH:17][CH:16]=1, predict the reactants needed to synthesize it. (4) The reactants are: [C:1]([O:5][C:6]([NH:8][CH2:9][C:10]1C=[CH:16][C:15](Cl)=[CH:14][C:11]=1[CH2:12]N)=[O:7])([CH3:4])([CH3:3])[CH3:2].C([N:22](C(C)C)CC)(C)C.[Br:28][CH2:29][C:30](Br)=[O:31].CO.Cl[CH2:36][Cl:37]. Given the product [C:1]([O:5][C:6]([NH:8][CH2:9][CH:10]([CH:29]([Br:28])[C:30]([NH2:22])=[O:31])[C:11]1[CH:12]=[C:36]([Cl:37])[CH:16]=[CH:15][CH:14]=1)=[O:7])([CH3:4])([CH3:3])[CH3:2], predict the reactants needed to synthesize it. (5) The reactants are: [CH3:1][N:2]1[CH:6]=[C:5]([NH:7][C:8]2[N:13]=[CH:12][C:11]3[CH:14]=[N:15][N:16]([CH2:17][C:18]4[CH:23]=[CH:22][CH:21]=[C:20]([N+:24]([O-])=O)[CH:19]=4)[C:10]=3[CH:9]=2)[CH:4]=[N:3]1.Cl.[H][H]. Given the product [NH2:24][C:20]1[CH:19]=[C:18]([CH:23]=[CH:22][CH:21]=1)[CH2:17][N:16]1[C:10]2[CH:9]=[C:8]([NH:7][C:5]3[CH:4]=[N:3][N:2]([CH3:1])[CH:6]=3)[N:13]=[CH:12][C:11]=2[CH:14]=[N:15]1, predict the reactants needed to synthesize it.